From a dataset of Forward reaction prediction with 1.9M reactions from USPTO patents (1976-2016). Predict the product of the given reaction. (1) Given the reactants C(N(C(C)C)C(C)C)C.[CH3:10][O:11][C:12]1[CH:13]=[C:14]2[C:19](=[CH:20][CH:21]=1)[CH:18]=[C:17]([C:22]([OH:24])=O)[CH:16]=[CH:15]2.O.ON1C2C=CC=CC=2N=N1.Cl.[CH3:37][O:38][C:39]([C:41]1[CH:42]=[C:43]2[C:47](=[CH:48][CH:49]=1)[CH2:46][CH2:45][C@H:44]2[NH2:50])=[O:40], predict the reaction product. The product is: [CH3:10][O:11][C:12]1[CH:13]=[C:14]2[C:19](=[CH:20][CH:21]=1)[CH:18]=[C:17]([C:22]([NH:50][C@H:44]1[C:43]3[C:47](=[CH:48][CH:49]=[C:41]([C:39]([O:38][CH3:37])=[O:40])[CH:42]=3)[CH2:46][CH2:45]1)=[O:24])[CH:16]=[CH:15]2. (2) Given the reactants [N:1]1[CH:6]=[CH:5][CH:4]=[C:3]([CH2:7][CH2:8][CH2:9][O:10][CH2:11][CH2:12][NH:13][C:14]2[C:23]3[C:18](=[CH:19][CH:20]=[CH:21][CH:22]=3)[N:17]3[N:24]=[N:25][N:26]=[C:16]3[C:15]=2[NH2:27])[CH:2]=1.[C:28](OCC)(OCC)(OCC)[CH3:29].C(Cl)(Cl)Cl.CO, predict the reaction product. The product is: [CH3:28][C:29]1[N:13]([CH2:12][CH2:11][O:10][CH2:9][CH2:8][CH2:7][C:3]2[CH:2]=[N:1][CH:6]=[CH:5][CH:4]=2)[C:14]2[C:23]3[C:18](=[CH:19][CH:20]=[CH:21][CH:22]=3)[N:17]3[N:24]=[N:25][N:26]=[C:16]3[C:15]=2[N:27]=1.